This data is from Catalyst prediction with 721,799 reactions and 888 catalyst types from USPTO. The task is: Predict which catalyst facilitates the given reaction. (1) Reactant: [Br:1][C:2]1[CH:7]=[CH:6][C:5]([N+:8]([O-:10])=[O:9])=[C:4](F)[CH:3]=1.[F:12][C:13]1[CH:14]=[C:15]([CH:18]=[CH:19][CH:20]=1)[CH2:16][NH2:17].C(=O)([O-])[O-].[K+].[K+]. Product: [Br:1][C:2]1[CH:7]=[CH:6][C:5]([N+:8]([O-:10])=[O:9])=[C:4]([CH:3]=1)[NH:17][CH2:16][C:15]1[CH:18]=[CH:19][CH:20]=[C:13]([F:12])[CH:14]=1. The catalyst class is: 42. (2) Product: [Cl:1][C:2]1[CH:3]=[C:4]([C:14]([OH:16])=[O:15])[C:5]2[CH:6]=[N:7][N:8]([CH:11]([CH3:12])[CH3:13])[C:9]=2[CH:10]=1. Reactant: [Cl:1][C:2]1[CH:3]=[C:4]([C:14]([O:16]C)=[O:15])[C:5]2[CH:6]=[N:7][N:8]([CH:11]([CH3:13])[CH3:12])[C:9]=2[CH:10]=1.[OH-].[Na+]. The catalyst class is: 92. (3) Reactant: [I:1][C:2]1[C:3](=[O:33])[C@@H:4]2[O:8][C:7]([CH3:10])([CH3:9])[O:6][C@@H:5]2[C:11]=1[CH2:12][O:13][C:14]([C:27]1[CH:32]=[CH:31][CH:30]=[CH:29][CH:28]=1)([C:21]1[CH:26]=[CH:25][CH:24]=[CH:23][CH:22]=1)[C:15]1[CH:20]=[CH:19][CH:18]=[CH:17][CH:16]=1.[BH4-].[Na+]. Product: [I:1][C:2]1[C@H:3]([OH:33])[C@@H:4]2[O:8][C:7]([CH3:10])([CH3:9])[O:6][C@@H:5]2[C:11]=1[CH2:12][O:13][C:14]([C:21]1[CH:22]=[CH:23][CH:24]=[CH:25][CH:26]=1)([C:15]1[CH:16]=[CH:17][CH:18]=[CH:19][CH:20]=1)[C:27]1[CH:32]=[CH:31][CH:30]=[CH:29][CH:28]=1. The catalyst class is: 5. (4) Reactant: [CH:1]1[C:10]2[C:5](=[CH:6][CH:7]=[CH:8][CH:9]=2)[CH:4]=[CH:3][C:2]=1[CH2:11][O:12][CH:13]1[CH:18]([C:19]2[CH:24]=[CH:23][C:22]([CH2:25][C:26](=[O:37])[NH:27][CH2:28][C:29](=[O:36])[C:30]3[CH:35]=[CH:34][CH:33]=[CH:32][CH:31]=3)=[CH:21][CH:20]=2)[CH2:17][CH2:16][N:15](C(OC(C)(C)C)=O)[CH2:14]1.[F:45][C:46]([F:51])([F:50])[C:47]([OH:49])=[O:48]. Product: [F:45][C:46]([F:51])([F:50])[C:47]([OH:49])=[O:48].[CH:1]1[C:10]2[C:5](=[CH:6][CH:7]=[CH:8][CH:9]=2)[CH:4]=[CH:3][C:2]=1[CH2:11][O:12][CH:13]1[CH:18]([C:19]2[CH:24]=[CH:23][C:22]([CH2:25][C:26]([NH:27][CH2:28][C:29](=[O:36])[C:30]3[CH:35]=[CH:34][CH:33]=[CH:32][CH:31]=3)=[O:37])=[CH:21][CH:20]=2)[CH2:17][CH2:16][NH:15][CH2:14]1. The catalyst class is: 2.